Dataset: Forward reaction prediction with 1.9M reactions from USPTO patents (1976-2016). Task: Predict the product of the given reaction. (1) Given the reactants [Cl:1][C:2]1[CH:7]=[C:6]([O:8][C:9]2[C:18]3[C:13](=[CH:14][C:15]([OH:21])=[C:16]([O:19][CH3:20])[CH:17]=3)[N:12]=[CH:11][CH:10]=2)[CH:5]=[CH:4][C:3]=1[NH:22][C:23]([NH:25][C:26]1[CH:31]=[CH:30][C:29]([F:32])=[CH:28][C:27]=1[F:33])=[O:24].C(=O)([O-])[O-].[K+].[K+].Cl.Cl[CH2:42][C:43]1[CH:48]=[CH:47][N:46]=[CH:45][CH:44]=1, predict the reaction product. The product is: [Cl:1][C:2]1[CH:7]=[C:6]([O:8][C:9]2[C:18]3[C:13](=[CH:14][C:15]([O:21][CH2:42][C:43]4[CH:48]=[CH:47][N:46]=[CH:45][CH:44]=4)=[C:16]([O:19][CH3:20])[CH:17]=3)[N:12]=[CH:11][CH:10]=2)[CH:5]=[CH:4][C:3]=1[NH:22][C:23]([NH:25][C:26]1[CH:31]=[CH:30][C:29]([F:32])=[CH:28][C:27]=1[F:33])=[O:24]. (2) Given the reactants [C:1]([C:3]1[CH:31]=[CH:30][C:6]([CH2:7][NH:8][C:9](=[O:29])[CH:10]([C:14]2[C:19]([F:20])=[CH:18][C:17]([C:21]3[CH:26]=[CH:25][CH:24]=[CH:23][C:22]=3[OH:27])=[CH:16][C:15]=2[F:28])[O:11][CH2:12][CH3:13])=[CH:5][CH:4]=1)#[N:2].Cl.Cl[CH2:34][CH2:35][N:36]([CH3:38])[CH3:37].C(=O)([O-])[O-].[Cs+].[Cs+], predict the reaction product. The product is: [C:1]([C:3]1[CH:4]=[CH:5][C:6]([CH2:7][NH:8][C:9](=[O:29])[CH:10]([C:14]2[C:15]([F:28])=[CH:16][C:17]([C:21]3[CH:26]=[CH:25][CH:24]=[CH:23][C:22]=3[O:27][CH2:34][CH2:35][N:36]([CH3:38])[CH3:37])=[CH:18][C:19]=2[F:20])[O:11][CH2:12][CH3:13])=[CH:30][CH:31]=1)#[N:2]. (3) Given the reactants [C:1](Cl)(=[O:10])[CH:2]=[CH:3][C:4]1[CH:9]=[CH:8][CH:7]=[CH:6][CH:5]=1.O1CCCC1.[NH2:17][C:18]1[C:25]([OH:26])=[C:24]([F:27])[C:23]([C:28]2[CH:33]=[CH:32][CH:31]=[CH:30][CH:29]=2)=[C:22]([CH3:34])[C:19]=1[C:20]#[N:21].C(=O)([O-])O.[Na+], predict the reaction product. The product is: [C:20]([C:19]1[C:22]([CH3:34])=[C:23]([C:28]2[CH:29]=[CH:30][CH:31]=[CH:32][CH:33]=2)[C:24]([F:27])=[C:25]([OH:26])[C:18]=1[NH:17][C:1](=[O:10])/[CH:2]=[CH:3]/[C:4]1[CH:9]=[CH:8][CH:7]=[CH:6][CH:5]=1)#[N:21]. (4) Given the reactants [CH:1]([C:4]1[CH:9]=[CH:8][CH:7]=[CH:6][C:5]=1[C:10]1[C:18]2[C:13](=[CH:14][CH:15]=[CH:16][CH:17]=2)[N:12](S(C2C=CC=CC=2)(=O)=O)[CH:11]=1)([CH3:3])[CH3:2].O1CCCC1.[F-].C([N+](CCCC)(CCCC)CCCC)CCC, predict the reaction product. The product is: [CH:1]([C:4]1[CH:9]=[CH:8][CH:7]=[CH:6][C:5]=1[C:10]1[C:18]2[C:13](=[CH:14][CH:15]=[CH:16][CH:17]=2)[NH:12][CH:11]=1)([CH3:3])[CH3:2]. (5) The product is: [CH3:11][CH:10]([O:20][C:39]([CH3:40])=[O:42])[CH2:9][O:8][CH3:7]. Given the reactants [CH2:11]([C:10]1([CH2:7][O:8][CH2:9][CH2:10][CH2:11][Si](OC)(OC)OC)[CH2:7][O:8][CH2:9]1)C.C[O:20][Si](OC)(OC)OC.[OH-].C[N+](C)(C)C.O.[N+]([O-])(O)=O.[CH2:39]([OH:42])[CH2:40]C, predict the reaction product. (6) The product is: [Br:20][C:19]1[CH:18]=[N:17][N:14]2[CH:15]=[CH:16][C:11]([C:9]3[CH:8]=[CH:7][N:6]=[C:5]([O:4][CH:1]([CH3:3])[CH3:2])[CH:10]=3)=[N:12][C:13]=12. Given the reactants [CH:1]([O:4][C:5]1[CH:10]=[C:9]([C:11]2[CH:16]=[CH:15][N:14]3[N:17]=[CH:18][CH:19]=[C:13]3[N:12]=2)[CH:8]=[CH:7][N:6]=1)([CH3:3])[CH3:2].[Br:20]N1C(=O)CCC1=O, predict the reaction product. (7) Given the reactants [OH:1][C:2]1[C:11]2[C:6](=[CH:7][CH:8]=[CH:9][CH:10]=2)[C:5]([NH:12][S:13]([C:16]2[S:17][CH:18]=[CH:19][CH:20]=2)(=[O:15])=[O:14])=[CH:4][C:3]=1[S:21][C:22]1N(C)N=NN=1.ClC1[C:38](=[O:39])C2C(=CC=CC=2)C(=O)C=1NC1C=CC(S(NC2C=C(C)C=CC=2)(=O)=O)=C(OC)C=1, predict the reaction product. The product is: [OH:1][C:2]1[C:11]2[C:6](=[CH:7][CH:8]=[CH:9][CH:10]=2)[C:5]([NH:12][S:13]([C:16]2[S:17][CH:18]=[CH:19][CH:20]=2)(=[O:15])=[O:14])=[CH:4][C:3]=1[S:21][CH2:22][CH2:38][OH:39]. (8) The product is: [C:1]([O:4][CH2:5][C:6]1[C:11]([N:12]2[C:13](=[O:25])[C:14]3[S:20][C:19]4[CH2:21][CH2:22][CH2:23][CH2:24][C:18]=4[C:15]=3[CH2:16][CH2:17]2)=[CH:10][C:9]([F:26])=[CH:8][C:7]=1[C:37]1[CH:38]=[C:39]([NH:45][C:46]2[CH:51]=[CH:50][C:49]([N:52]3[CH2:53][CH2:54][N:55]([CH3:58])[CH2:56][CH2:57]3)=[CH:48][N:47]=2)[C:40](=[O:44])[N:41]([CH3:43])[CH:42]=1)(=[O:3])[CH3:2]. Given the reactants [C:1]([O:4][CH2:5][C:6]1[C:11]([N:12]2[CH2:17][CH2:16][C:15]3[C:18]4[CH2:24][CH2:23][CH2:22][CH2:21][C:19]=4[S:20][C:14]=3[C:13]2=[O:25])=[CH:10][C:9]([F:26])=[CH:8][C:7]=1B1OC(C)(C)C(C)(C)O1)(=[O:3])[CH3:2].Br[C:37]1[CH:38]=[C:39]([NH:45][C:46]2[CH:51]=[CH:50][C:49]([N:52]3[CH2:57][CH2:56][N:55]([CH3:58])[CH2:54][CH2:53]3)=[CH:48][N:47]=2)[C:40](=[O:44])[N:41]([CH3:43])[CH:42]=1.CC(O[Na])=O.[O-]P([O-])([O-])=O.[K+].[K+].[K+], predict the reaction product.